Predict the product of the given reaction. From a dataset of Forward reaction prediction with 1.9M reactions from USPTO patents (1976-2016). (1) The product is: [C:1]([O:4][C@H:5]1[C@H:9]([O:10][C:11](=[O:13])[CH3:12])[C@@H:8]([CH2:14][O:15][Si:16]([CH:23]([CH3:25])[CH3:24])([CH:20]([CH3:22])[CH3:21])[CH:17]([CH3:19])[CH3:18])[O:7][C@H:6]1[N:26]1[CH:34]=[N:33][C:32]2[C:27]1=[N:28][CH:29]=[N:30][C:31]=2[NH:38][C@@H:41]1[C:42]2[C:9](=[CH:5][CH:6]=[CH:43][CH:44]=2)[CH2:8][CH2:14]1)(=[O:3])[CH3:2]. Given the reactants [C:1]([O:4][C@H:5]1[C@H:9]([O:10][C:11](=[O:13])[CH3:12])[C@@H:8]([CH2:14][O:15][Si:16]([CH:23]([CH3:25])[CH3:24])([CH:20]([CH3:22])[CH3:21])[CH:17]([CH3:19])[CH3:18])[O:7][C@H:6]1[N:26]1[CH:34]=[N:33][C:32]2[C:27]1=[N:28][CH:29]=[N:30][C:31]=2Br)(=[O:3])[CH3:2].C([N:38]([CH2:41][CH3:42])CC)C.[CH2:43](O)[CH3:44], predict the reaction product. (2) Given the reactants [CH2:1]([O:3][C:4](=[O:41])[CH2:5][CH2:6][CH:7]=[CH:8][CH2:9][CH:10]1[N:33]([C:34]([O:36][C:37]([CH3:40])([CH3:39])[CH3:38])=[O:35])[C:14]2=[N:15][C:16]([C:26]3[CH:31]=[CH:30][C:29]([CH3:32])=[CH:28][CH:27]=3)=[C:17]([C:19]3[CH:24]=[CH:23][C:22]([CH3:25])=[CH:21][CH:20]=3)[N:18]=[C:13]2[CH2:12][CH2:11]1)[CH3:2].N#N, predict the reaction product. The product is: [CH2:1]([O:3][C:4](=[O:41])[CH2:5][CH2:6][CH2:7][CH2:8][CH2:9][CH:10]1[N:33]([C:34]([O:36][C:37]([CH3:40])([CH3:39])[CH3:38])=[O:35])[C:14]2=[N:15][C:16]([C:26]3[CH:31]=[CH:30][C:29]([CH3:32])=[CH:28][CH:27]=3)=[C:17]([C:19]3[CH:24]=[CH:23][C:22]([CH3:25])=[CH:21][CH:20]=3)[N:18]=[C:13]2[CH2:12][CH2:11]1)[CH3:2]. (3) Given the reactants [CH2:1]([C:8]1([O:52][CH3:53])[CH2:13][CH2:12][CH:11]([N:14]2[CH2:19][CH2:18][N:17]([C:20](=[N:24][S:25]([C:28]3[CH:33]=[CH:32][C:31]([NH:34][C@@H:35]([CH2:41][S:42][C:43]4[CH:48]=[CH:47][CH:46]=[CH:45][CH:44]=4)[CH2:36][CH2:37][N:38]([CH3:40])[CH3:39])=[C:30]([N+:49]([O-:51])=[O:50])[CH:29]=3)(=[O:27])=[O:26])[NH:21]C#N)[CH2:16][CH2:15]2)[CH2:10][CH2:9]1)[C:2]1[CH:7]=[CH:6][CH:5]=[CH:4][CH:3]=1, predict the reaction product. The product is: [CH2:1]([C:8]1([O:52][CH3:53])[CH2:9][CH2:10][CH:11]([N:14]2[CH2:19][CH2:18][N:17]([C:20](=[NH:21])[NH:24][S:25]([C:28]3[CH:33]=[CH:32][C:31]([NH:34][C@@H:35]([CH2:41][S:42][C:43]4[CH:44]=[CH:45][CH:46]=[CH:47][CH:48]=4)[CH2:36][CH2:37][N:38]([CH3:39])[CH3:40])=[C:30]([N+:49]([O-:51])=[O:50])[CH:29]=3)(=[O:27])=[O:26])[CH2:16][CH2:15]2)[CH2:12][CH2:13]1)[C:2]1[CH:7]=[CH:6][CH:5]=[CH:4][CH:3]=1. (4) Given the reactants [CH2:1]([S:8][CH2:9][C:10]([OH:12])=[O:11])[C:2]1[CH:7]=[CH:6][CH:5]=[CH:4][CH:3]=1.[CH3:13]O, predict the reaction product. The product is: [CH2:1]([S:8][CH2:9][C:10]([O:12][CH3:13])=[O:11])[C:2]1[CH:7]=[CH:6][CH:5]=[CH:4][CH:3]=1. (5) Given the reactants O[C:2]1[CH:3]=[C:4]([CH:7]=[CH:8][CH:9]=1)[CH:5]=[O:6].[CH2:10](Br)[C:11]1[CH:16]=[CH:15][CH:14]=[CH:13][CH:12]=1.Br[CH2:19]CCOCC1C=CC=CC=1, predict the reaction product. The product is: [CH2:5]([O:6][C:13]1[CH:14]=[CH:15][CH:16]=[C:11]([CH:10]=[CH2:19])[CH:12]=1)[C:4]1[CH:7]=[CH:8][CH:9]=[CH:2][CH:3]=1. (6) Given the reactants [C:1]([NH:4][CH2:5][CH2:6][O:7][C@@H:8]([C:22]1[CH:27]=[CH:26][CH:25]=[C:24]([F:28])[C:23]=1[C:29]1[CH:34]=[CH:33][CH:32]=[C:31]([CH3:35])[CH:30]=1)[C@@H:9]1[O:14][CH2:13][CH2:12][N:11](C(OC(C)(C)C)=O)[CH2:10]1)(=[O:3])[CH3:2].C([O-])(O)=O.[Na+], predict the reaction product. The product is: [F:28][C:24]1[C:23]([C:29]2[CH:34]=[CH:33][CH:32]=[C:31]([CH3:35])[CH:30]=2)=[C:22]([C@@H:8]([C@@H:9]2[O:14][CH2:13][CH2:12][NH:11][CH2:10]2)[O:7][CH2:6][CH2:5][NH:4][C:1](=[O:3])[CH3:2])[CH:27]=[CH:26][CH:25]=1.